Dataset: Reaction yield outcomes from USPTO patents with 853,638 reactions. Task: Predict the reaction yield, written as a fraction of the theoretical maximum amount of product (1.0 means a 100% yield; for example, 0.34 means a 34% yield). The reactants are [NH2:1][C:2]1[CH:3]=[C:4]([CH:20]=[CH:21][CH:22]=1)[CH2:5][S:6][CH2:7][CH2:8][NH:9][C:10](=[O:19])[C:11]1[C:16]([Cl:17])=[CH:15][CH:14]=[CH:13][C:12]=1[Cl:18].CCN(CC)CC.[CH:30]1([C:33](Cl)=[O:34])[CH2:32][CH2:31]1. The catalyst is C(Cl)Cl. The product is [Cl:18][C:12]1[CH:13]=[CH:14][CH:15]=[C:16]([Cl:17])[C:11]=1[C:10]([NH:9][CH2:8][CH2:7][S:6][CH2:5][C:4]1[CH:20]=[CH:21][CH:22]=[C:2]([NH:1][C:33]([CH:30]2[CH2:32][CH2:31]2)=[O:34])[CH:3]=1)=[O:19]. The yield is 0.500.